Dataset: Reaction yield outcomes from USPTO patents with 853,638 reactions. Task: Predict the reaction yield, written as a fraction of the theoretical maximum amount of product (1.0 means a 100% yield; for example, 0.34 means a 34% yield). The reactants are [NH2:1][C:2]1[C:7]([CH:8]=[CH2:9])=[C:6]([C:10]([O:12][CH3:13])=[O:11])[N:5]=[C:4]([C:14]2[CH:19]=[CH:18][C:17]([Cl:20])=[C:16]([N:21]([CH3:23])[CH3:22])[C:15]=2[F:24])[N:3]=1.[CH2:25](O)C. The catalyst is C1(C)C=CC=CC=1. The product is [NH2:1][C:2]1[C:7]([CH:8]=[CH2:9])=[C:6]([C:10]([O:12][CH2:13][CH3:25])=[O:11])[N:5]=[C:4]([C:14]2[CH:19]=[CH:18][C:17]([Cl:20])=[C:16]([N:21]([CH3:22])[CH3:23])[C:15]=2[F:24])[N:3]=1. The yield is 0.930.